From a dataset of Reaction yield outcomes from USPTO patents with 853,638 reactions. Predict the reaction yield, written as a fraction of the theoretical maximum amount of product (1.0 means a 100% yield; for example, 0.34 means a 34% yield). (1) The reactants are [CH2:1]([C:3]1[C:12]([C:13]2[S:17][C:16]([C:18]3[CH:19]=[CH:20][C:21](CC(C)C)=[C:22]([CH:25]=3)[C:23]#[N:24])=[N:15]N=2)=[CH:11][CH:10]=[C:9]2[C:4]=1[CH2:5][CH2:6][NH:7][CH2:8]2)[CH3:2].[CH2:30]1[CH2:40]CN2C(=NCCC2)C[CH2:31]1.[C:41]([O:45]CC)(=[O:44])[CH:42]=[CH2:43].[OH-:48].[Li+].[C:50](#N)C. The catalyst is C1COCC1.CC(O)=O.O.C(O)(C)C. The product is [C:23]([C:22]1[CH:25]=[C:18]([C:16]2[S:17][C:13]([C:12]3[C:3]([CH2:1][CH3:2])=[C:4]4[C:9](=[CH:10][CH:11]=3)[CH2:8][N:7]([CH2:43][CH2:42][C:41]([OH:45])=[O:44])[CH2:6][CH2:5]4)=[CH:50][N:15]=2)[CH:19]=[CH:20][C:21]=1[O:48][CH:30]([CH3:40])[CH3:31])#[N:24]. The yield is 0.520. (2) The reactants are [CH3:1][O:2][C:3](=[O:28])[CH2:4][C:5]1[CH:10]=[CH:9][C:8]([C:11]#[C:12][C:13]2[CH:14]=[C:15]3[C:20](=[C:21]([OH:23])[CH:22]=2)[O:19][C:18]([CH3:25])([CH3:24])[CH2:17][C:16]3([CH3:27])[CH3:26])=[CH:7][CH:6]=1.C(=O)([O-])[O-].[K+].[K+].I[CH:36]([CH3:38])[CH3:37]. The catalyst is CC(C)=O. The product is [CH3:1][O:2][C:3](=[O:28])[CH2:4][C:5]1[CH:6]=[CH:7][C:8]([C:11]#[C:12][C:13]2[CH:14]=[C:15]3[C:20](=[C:21]([O:23][CH:36]([CH3:38])[CH3:37])[CH:22]=2)[O:19][C:18]([CH3:24])([CH3:25])[CH2:17][C:16]3([CH3:27])[CH3:26])=[CH:9][CH:10]=1. The yield is 0.910. (3) The reactants are Br[C:2]1[CH:3]=[C:4]([CH:12]=[C:13]([C:15]([F:18])([F:17])[F:16])[CH:14]=1)[C:5]([O:7][C:8]([CH3:11])([CH3:10])[CH3:9])=[O:6].CN([CH:22]=[O:23])C.CCOC(C)=O.CCCCCC.CCOCC. The catalyst is C1COCC1.Cl. The product is [CH:22]([C:2]1[CH:3]=[C:4]([CH:12]=[C:13]([C:15]([F:18])([F:17])[F:16])[CH:14]=1)[C:5]([O:7][C:8]([CH3:11])([CH3:10])[CH3:9])=[O:6])=[O:23]. The yield is 0.687. (4) The reactants are [CH3:1][C:2]1([CH3:22])[O:7][C:6]2[CH:8]=[CH:9][C:10]([C:12]3[CH:13]=[C:14]([CH2:18][N:19]([CH3:21])[CH3:20])[CH:15]=[CH:16][CH:17]=3)=[N:11][C:5]=2[NH:4][CH2:3]1.C(N(CC)CC)C.ClC(Cl)(O[C:34](=[O:40])OC(Cl)(Cl)Cl)Cl.[N:42]1[CH:47]=[CH:46][CH:45]=[C:44]([NH2:48])[CH:43]=1. The catalyst is C1COCC1. The product is [CH3:21][N:19]([CH2:18][C:14]1[CH:13]=[C:12]([C:10]2[CH:9]=[CH:8][C:6]3[O:7][C:2]([CH3:22])([CH3:1])[CH2:3][N:4]([C:34]([NH:48][C:44]4[CH:43]=[N:42][CH:47]=[CH:46][CH:45]=4)=[O:40])[C:5]=3[N:11]=2)[CH:17]=[CH:16][CH:15]=1)[CH3:20]. The yield is 0.230.